Dataset: Forward reaction prediction with 1.9M reactions from USPTO patents (1976-2016). Task: Predict the product of the given reaction. (1) Given the reactants [CH3:1][O:2][C:3]1[CH:8]=[CH:7][CH:6]=[C:5]([N+:9]([O-:11])=[O:10])[C:4]=1[S:12]([NH2:15])(=[O:14])=[O:13].CO[CH:18](OC)[N:19]([CH3:21])[CH3:20], predict the reaction product. The product is: [CH3:18][N:19]([CH3:21])[CH:20]=[N:15][S:12]([C:4]1[C:3]([O:2][CH3:1])=[CH:8][CH:7]=[CH:6][C:5]=1[N+:9]([O-:11])=[O:10])(=[O:14])=[O:13]. (2) Given the reactants [NH2-].[Na+].[C:3]([C:8]1[CH:13]=[CH:12][CH:11]=[CH:10][CH:9]=1)(=[O:7])[CH:4]([CH3:6])[CH3:5].I[CH2:15][C:16]([O:18][CH2:19][CH3:20])=[O:17], predict the reaction product. The product is: [CH3:5][C:4]([CH3:6])([C:3]([C:8]1[CH:13]=[CH:12][CH:11]=[CH:10][CH:9]=1)=[O:7])[CH2:15][C:16]([O:18][CH2:19][CH3:20])=[O:17]. (3) Given the reactants Cl[C:2]1[N:3]=[C:4]([N:24]2[CH2:29][CH2:28][O:27][CH2:26][CH2:25]2)[C:5]2[S:10][C:9]([C:11]3[CH2:16][CH2:15][N:14]([C:17]([O:19][C:20]([CH3:23])([CH3:22])[CH3:21])=[O:18])[CH2:13][CH:12]=3)=[CH:8][C:6]=2[N:7]=1.[OH:30][C:31]1[CH:32]=[C:33](B(O)O)[CH:34]=[CH:35][CH:36]=1.C([O-])([O-])=O.[Na+].[Na+], predict the reaction product. The product is: [OH:30][C:31]1[CH:36]=[C:35]([C:2]2[N:3]=[C:4]([N:24]3[CH2:29][CH2:28][O:27][CH2:26][CH2:25]3)[C:5]3[S:10][C:9]([C:11]4[CH2:16][CH2:15][N:14]([C:17]([O:19][C:20]([CH3:23])([CH3:22])[CH3:21])=[O:18])[CH2:13][CH:12]=4)=[CH:8][C:6]=3[N:7]=2)[CH:34]=[CH:33][CH:32]=1. (4) Given the reactants [CH2:1]([O:3][C:4]([C:6]1[N:7]=[C:8]([NH:11][C:12](=[O:32])[CH:13]([C:20]2[CH:25]=[CH:24][C:23]([C:26]3[CH:31]=[CH:30][CH:29]=[CH:28][CH:27]=3)=[CH:22][CH:21]=2)[CH2:14][CH:15]2[CH2:19][CH2:18][CH2:17][CH2:16]2)[S:9][CH:10]=1)=[O:5])C, predict the reaction product. The product is: [CH3:1][O:3][C:4]([C:6]1[N:7]=[C:8]([NH:11][C:12](=[O:32])[CH:13]([C:20]2[CH:21]=[CH:22][C:23]([C:26]3[CH:27]=[CH:28][CH:29]=[CH:30][CH:31]=3)=[CH:24][CH:25]=2)[CH2:14][CH:15]2[CH2:19][CH2:18][CH2:17][CH2:16]2)[S:9][CH:10]=1)=[O:5]. (5) Given the reactants [CH3:1][O:2][C:3]([C:5]1[C:6]([OH:29])=[C:7]2[C:12](=[C:13](Br)[N:14]=1)[N:11]([C:16]1[CH:21]=[CH:20][CH:19]=[CH:18][CH:17]=1)[C:10](=[O:22])[C:9]([C:23]1[CH:28]=[CH:27][CH:26]=[CH:25][CH:24]=1)=[CH:8]2)=[O:4].C([Sn](CCCC)(CCCC)[C:35]1[CH:36]=[N:37][CH:38]=[CH:39][CH:40]=1)CCC.CCOC(C)=O.Cl, predict the reaction product. The product is: [CH3:1][O:2][C:3]([C:5]1[C:6]([OH:29])=[C:7]2[C:12](=[C:13]([C:35]3[CH:36]=[N:37][CH:38]=[CH:39][CH:40]=3)[N:14]=1)[N:11]([C:16]1[CH:21]=[CH:20][CH:19]=[CH:18][CH:17]=1)[C:10](=[O:22])[C:9]([C:23]1[CH:28]=[CH:27][CH:26]=[CH:25][CH:24]=1)=[CH:8]2)=[O:4].